From a dataset of Forward reaction prediction with 1.9M reactions from USPTO patents (1976-2016). Predict the product of the given reaction. Given the reactants C1(N)C(F)=C(F)C(F)=C(N)C=1F.[ClH:13].Cl.[NH2:15][CH:16]1[CH2:21][CH2:20][N:19]([CH2:22][CH:23]2[C:27]3=[CH:28][CH:29]=[N:30][C:31]4[CH:32]=[CH:33][C:34](=[O:35])[N:25]([C:26]=43)[CH2:24]2)[CH2:18][CH2:17]1.C(N(CC)CC)C.[O:43]=[C:44]1[CH2:49][S:48][C:47]2[CH:50]=[CH:51][C:52]([CH:54]=O)=[N:53][C:46]=2[NH:45]1.[BH4-].[Na+], predict the reaction product. The product is: [ClH:13].[ClH:13].[O:43]=[C:44]1[CH2:49][S:48][C:47]2[CH:50]=[CH:51][C:52]([CH2:54][NH:15][CH:16]3[CH2:21][CH2:20][N:19]([CH2:22][CH:23]4[C:27]5=[CH:28][CH:29]=[N:30][C:31]6[CH:32]=[CH:33][C:34](=[O:35])[N:25]([C:26]=65)[CH2:24]4)[CH2:18][CH2:17]3)=[N:53][C:46]=2[NH:45]1.